Dataset: Catalyst prediction with 721,799 reactions and 888 catalyst types from USPTO. Task: Predict which catalyst facilitates the given reaction. (1) Product: [Br:10][C:11]1[CH:16]=[CH:15][C:14]([S:17]([O:9][CH2:8][P:3]([O:4][CH2:5][CH3:6])([CH2:1][CH3:2])=[O:7])(=[O:19])=[O:18])=[CH:13][CH:12]=1. The catalyst class is: 2. Reactant: [CH2:1]([P:3]([CH2:8][OH:9])(=[O:7])[O:4][CH2:5][CH3:6])[CH3:2].[Br:10][C:11]1[CH:16]=[CH:15][C:14]([S:17](Cl)(=[O:19])=[O:18])=[CH:13][CH:12]=1. (2) Reactant: ClC(O[C:6](=[O:12])OC(Cl)(Cl)Cl)(Cl)Cl.[NH2:13][C:14]1[CH:15]=[C:16]([CH:35]=[CH:36][CH:37]=1)[O:17][C:18]1[CH:32]=[CH:31][C:21]2[N:22]=[C:23]([NH:25][C:26]([CH:28]3[CH2:30][CH2:29]3)=[O:27])[S:24][C:20]=2[C:19]=1[C:33]#[N:34].C(N(CC)CC)C.[F:45][C:46]([F:55])([F:54])[C:47]1[CH:48]=[CH:49][C:50]([NH2:53])=[N:51][CH:52]=1. Product: [C:33]([C:19]1[C:20]2[S:24][C:23]([NH:25][C:26]([CH:28]3[CH2:30][CH2:29]3)=[O:27])=[N:22][C:21]=2[CH:31]=[CH:32][C:18]=1[O:17][C:16]1[CH:35]=[CH:36][CH:37]=[C:14]([NH:13][C:6](=[O:12])[NH:53][C:50]2[CH:49]=[CH:48][C:47]([C:46]([F:54])([F:45])[F:55])=[CH:52][N:51]=2)[CH:15]=1)#[N:34]. The catalyst class is: 54.